Dataset: Reaction yield outcomes from USPTO patents with 853,638 reactions. Task: Predict the reaction yield, written as a fraction of the theoretical maximum amount of product (1.0 means a 100% yield; for example, 0.34 means a 34% yield). (1) The reactants are [NH2:1][C:2]1[N:7]=[CH:6][C:5]([OH:8])=[CH:4][CH:3]=1.Br[CH:10]1[CH2:15][CH2:14][CH2:13][CH2:12][CH2:11]1.C([O-])([O-])=O.[K+].[K+]. The catalyst is CN(C)C=O. The product is [CH:10]1([O:8][C:5]2[CH:4]=[CH:3][C:2]([NH2:1])=[N:7][CH:6]=2)[CH2:15][CH2:14][CH2:13][CH2:12][CH2:11]1. The yield is 0.0300. (2) The reactants are [C:1]1([CH2:7][C@H:8]([NH:12][C:13]([C:15]2[CH:20]=[N:19][CH:18]=[CH:17][N:16]=2)=[O:14])[C:9]([OH:11])=O)[CH:6]=[CH:5][CH:4]=[CH:3][CH:2]=1.Cl.[CH3:22][C@:23]12[C@H]3C[C@H](C3(C)C)[CH2:34][C@H:24]1[O:25][B:26]([C@@H:28]([NH2:33])[CH2:29][CH:30]([CH3:32])[CH3:31])[O:27]2.C([N:44](CC)C(C)C)(C)C. The catalyst is CN(C)C=O. The product is [O:25]1[CH2:24][CH2:34][NH:44][CH2:22][CH2:23][O:27][B:26]1[C@@H:28]([NH:33][C:9](=[O:11])[C@@H:8]([NH:12][C:13]([C:15]1[CH:20]=[N:19][CH:18]=[CH:17][N:16]=1)=[O:14])[CH2:7][C:1]1[CH:2]=[CH:3][CH:4]=[CH:5][CH:6]=1)[CH2:29][CH:30]([CH3:32])[CH3:31]. The yield is 0.930. (3) The reactants are [C:1]([O:4][C@H:5]([CH3:28])[CH2:6][CH2:7][CH2:8][CH2:9][N:10]1[C:19](=[O:20])[C:18]2[N:17]([CH2:21][O:22][CH2:23][CH3:24])[C:16]([C:25]#[N:26])=[N:15][C:14]=2[N:13]([CH3:27])[C:11]1=[O:12])(=[O:3])[CH3:2].[H][H]. The catalyst is [Pd].C(O)(=O)C. The product is [C:1]([O:4][C@H:5]([CH3:28])[CH2:6][CH2:7][CH2:8][CH2:9][N:10]1[C:19](=[O:20])[C:18]2[N:17]([CH2:21][O:22][CH2:23][CH3:24])[C:16]([CH2:25][NH2:26])=[N:15][C:14]=2[N:13]([CH3:27])[C:11]1=[O:12])(=[O:3])[CH3:2]. The yield is 0.910. (4) The reactants are [CH3:1][O:2][C:3]1[CH:4]=[C:5](/[C:11](=[CH:14]/[C:15]2[CH:20]=[CH:19][C:18]([OH:21])=[CH:17][CH:16]=2)/[C:12]#[N:13])[CH:6]=[CH:7][C:8]=1[O:9][CH3:10]. The product is [CH3:1][O:2][C:3]1[CH:4]=[C:5](/[C:11](=[CH:14]\[C:15]2[CH:16]=[CH:17][C:18]([OH:21])=[CH:19][CH:20]=2)/[C:12]#[N:13])[CH:6]=[CH:7][C:8]=1[O:9][CH3:10]. The catalyst is C(#N)C. The yield is 0.410. (5) The reactants are [NH2:1][C:2]1[S:3][C@:4]2([C:20](OC)=[O:21])[C@H:6]([C@:7]([C:10]3[CH:15]=[C:14]([Br:16])[CH:13]=[CH:12][C:11]=3[F:17])([CH3:9])[N:8]=1)[C:5]2([F:19])[F:18].[BH4-].[Li+].CO. The catalyst is C1COCC1. The product is [NH2:1][C:2]1[S:3][C@:4]2([CH2:20][OH:21])[C@H:6]([C@:7]([C:10]3[CH:15]=[C:14]([Br:16])[CH:13]=[CH:12][C:11]=3[F:17])([CH3:9])[N:8]=1)[C:5]2([F:19])[F:18]. The yield is 0.910. (6) The reactants are [Cl:1][C:2]1[CH:7]=[CH:6][CH:5]=[CH:4][C:3]=1[C:8]1[N:9]([C:27]2[CH:32]=[CH:31][C:30]([Cl:33])=[CH:29][CH:28]=2)[CH:10]=[C:11]([C:13]([NH:15][CH:16]2[CH2:21][CH2:20][N:19](C(OCC)=O)[CH2:18][CH2:17]2)=[O:14])[N:12]=1.[Si](I)(C)(C)C.CO.C[O-].[Na+]. The catalyst is C(Cl)Cl. The product is [Cl:1][C:2]1[CH:7]=[CH:6][CH:5]=[CH:4][C:3]=1[C:8]1[N:9]([C:27]2[CH:28]=[CH:29][C:30]([Cl:33])=[CH:31][CH:32]=2)[CH:10]=[C:11]([C:13]([NH:15][CH:16]2[CH2:17][CH2:18][NH:19][CH2:20][CH2:21]2)=[O:14])[N:12]=1. The yield is 0.360. (7) The reactants are [CH:1]1([CH2:4][CH2:5][N:6]2[C:11]3[N:12]=[CH:13][CH:14]=[CH:15][C:10]=3[C:9](=[O:16])O[C:7]2=[O:17])[CH2:3][CH2:2]1.C([C:20](CC)(C([O-])=O)[C:21]([O-])=[O:22])C.N12CCCN=C1CCCCC2.[NH2:40][CH2:41][C:42]([OH:44])=[O:43].[OH-].[Na+]. The catalyst is O.O1CCOCC1. The product is [CH:1]1([CH2:4][CH2:5][N:6]2[C:11]3[C:10](=[CH:15][CH:14]=[CH:13][N:12]=3)[C:9]([OH:16])=[C:20]([C:21]([NH:40][CH2:41][C:42]([OH:44])=[O:43])=[O:22])[C:7]2=[O:17])[CH2:2][CH2:3]1. The yield is 0.0240.